From a dataset of Forward reaction prediction with 1.9M reactions from USPTO patents (1976-2016). Predict the product of the given reaction. (1) Given the reactants Br[C:2]1[CH:7]=[C:6]([CH3:8])[N+:5]([O-:9])=[N:4][CH:3]=1.C([Sn](CCCC)(CCCC)[C:15]1[S:19][C:18]([C:20]([O:22][C:23]([CH3:26])([CH3:25])[CH3:24])=[O:21])=[N:17][CH:16]=1)CCC.N#N.O1C=CC=C1P(C1OC=CC=1)C1OC=CC=1, predict the reaction product. The product is: [C:23]([O:22][C:20]([C:18]1[S:19][C:15]([C:2]2[CH:7]=[C:6]([CH3:8])[N+:5]([O-:9])=[N:4][CH:3]=2)=[CH:16][N:17]=1)=[O:21])([CH3:26])([CH3:24])[CH3:25]. (2) Given the reactants [F:1][C:2]1[CH:7]=[CH:6][C:5]([C:8]2[N:13]=[C:12]([N:14]3[CH2:18][CH2:17][CH2:16][CH:15]3[CH3:19])[N:11]=[C:10]([N:20]3[CH2:25][CH2:24][CH:23]([C:26]#[N:27])[CH2:22][CH2:21]3)[CH:9]=2)=[CH:4][CH:3]=1.[N-:28]=[N+:29]=[N-:30].[Na+].[Cl-].[NH4+], predict the reaction product. The product is: [F:1][C:2]1[CH:7]=[CH:6][C:5]([C:8]2[CH:9]=[C:10]([N:20]3[CH2:25][CH2:24][CH:23]([C:26]4[NH:30][N:29]=[N:28][N:27]=4)[CH2:22][CH2:21]3)[N:11]=[C:12]([N:14]3[CH2:18][CH2:17][CH2:16][CH:15]3[CH3:19])[N:13]=2)=[CH:4][CH:3]=1. (3) Given the reactants Br[CH2:2][CH2:3][O:4][C:5]1[CH:10]=[CH:9][C:8]([NH:11][C:12](=[O:20])[C:13]2[CH:18]=[CH:17][CH:16]=[C:15]([F:19])[CH:14]=2)=[CH:7][C:6]=1[C:21]1[N:25]([CH3:26])[N:24]=[CH:23][CH:22]=1.[NH2:27][C:28]1[N:32]=[CH:31][NH:30][N:29]=1.[H-].[Na+], predict the reaction product. The product is: [F:19][C:15]1[CH:14]=[C:13]([CH:18]=[CH:17][CH:16]=1)[C:12]([NH:11][C:8]1[CH:9]=[CH:10][C:5]([O:4][CH2:3][CH2:2][NH:27][C:28]2[N:32]=[CH:31][NH:30][N:29]=2)=[C:6]([C:21]2[N:25]([CH3:26])[N:24]=[CH:23][CH:22]=2)[CH:7]=1)=[O:20]. (4) Given the reactants [CH3:1]C([O-])(C)C.[K+].[CH2:7]([O:9][C:10](=[O:27])[CH2:11][N:12]1[CH2:16][C:15](=O)[C@@H:14]([NH:18][C:19]([C:21]2[S:22][C:23]([Cl:26])=[CH:24][CH:25]=2)=[O:20])[CH2:13]1)[CH3:8], predict the reaction product. The product is: [CH2:7]([O:9][C:10](=[O:27])[CH2:11][N:12]1[CH2:16][C:15](=[CH2:1])[C@@H:14]([NH:18][C:19]([C:21]2[S:22][C:23]([Cl:26])=[CH:24][CH:25]=2)=[O:20])[CH2:13]1)[CH3:8].